From a dataset of Tyrosyl-DNA phosphodiesterase HTS with 341,365 compounds. Binary Classification. Given a drug SMILES string, predict its activity (active/inactive) in a high-throughput screening assay against a specified biological target. The drug is O1C(Oc2ccc(cc2)C=O)C(OCC1)Oc1ccc(cc1)C=O. The result is 0 (inactive).